This data is from Peptide-MHC class I binding affinity with 185,985 pairs from IEDB/IMGT. The task is: Regression. Given a peptide amino acid sequence and an MHC pseudo amino acid sequence, predict their binding affinity value. This is MHC class I binding data. (1) The binding affinity (normalized) is 0.122. The MHC is HLA-A68:01 with pseudo-sequence HLA-A68:01. The peptide sequence is NQVIVNNLDK. (2) The peptide sequence is RMIESRMSK. The MHC is HLA-B18:01 with pseudo-sequence HLA-B18:01. The binding affinity (normalized) is 0.0847. (3) The MHC is HLA-A02:06 with pseudo-sequence HLA-A02:06. The peptide sequence is EISTNIRQA. The binding affinity (normalized) is 0.